This data is from Full USPTO retrosynthesis dataset with 1.9M reactions from patents (1976-2016). The task is: Predict the reactants needed to synthesize the given product. (1) Given the product [Cl:7][CH2:6][CH2:5][O:4][C:2]([S:9][C:10]1[CH:15]=[CH:14][C:13]([CH3:18])=[CH:12][CH:11]=1)=[O:3], predict the reactants needed to synthesize it. The reactants are: Cl[C:2]([O:4][CH2:5][CH2:6][Cl:7])=[O:3].C[S:9][C:10]1[CH:15]=[CH:14][C:13](O)=[CH:12][CH:11]=1.N1C=CC=C[CH:18]=1. (2) The reactants are: [CH3:1][C:2]1[CH:3]=[N:4][C:5]([CH2:11][S+:12]([O-:24])[C:13]2[NH:14][C:15]3[CH:16]=[CH:17][C:18]([O:22][CH3:23])=[CH:19][C:20]=3[N:21]=2)=[C:6]([CH3:10])[C:7]=1[O:8][CH3:9].[Mg:25]. Given the product [CH3:1][C:2]1[CH:3]=[N:4][C:5]([CH2:11][S+:12]([O-:24])[C:13]2[N-:14][C:15]3[CH:16]=[CH:17][C:18]([O:22][CH3:23])=[CH:19][C:20]=3[N:21]=2)=[C:6]([CH3:10])[C:7]=1[O:8][CH3:9].[CH3:1][C:2]1[CH:3]=[N:4][C:5]([CH2:11][S+:12]([O-:24])[C:13]2[N-:14][C:15]3[CH:16]=[CH:17][C:18]([O:22][CH3:23])=[CH:19][C:20]=3[N:21]=2)=[C:6]([CH3:10])[C:7]=1[O:8][CH3:9].[Mg+2:25], predict the reactants needed to synthesize it. (3) Given the product [CH2:1]([O:4][CH2:5][CH2:6][O:7][CH2:8][CH2:9][O:10][CH2:13][CH2:12][C:11]([O:36][CH2:35][C:34]([F:38])([F:37])[F:33])=[O:14])[CH:2]=[CH2:3], predict the reactants needed to synthesize it. The reactants are: [CH2:1]([O:4][CH2:5][CH2:6][O:7][CH2:8][CH2:9][OH:10])[CH:2]=[CH2:3].[C:11](OCC)(=[O:14])[CH:12]=[CH2:13].C1CCC(N=C=NC2CCCCC2)CC1.[F:33][C:34]([F:38])([F:37])[CH2:35][OH:36]. (4) Given the product [CH3:8][O:7][C:6]1[CH:5]=[C:4]([C:2](=[O:3])[CH3:1])[CH:12]=[CH:11][C:9]=1[C:47]1[C:42]([O:41][CH3:40])=[N:43][CH:44]=[CH:45][CH:46]=1, predict the reactants needed to synthesize it. The reactants are: [CH3:1][C:2]([C:4]1[CH:12]=[CH:11][C:9](O)=[C:6]([O:7][CH3:8])[CH:5]=1)=[O:3].C1C=CC(N(S(C(F)(F)F)(=O)=O)S(C(F)(F)F)(=O)=O)=CC=1.C(=O)([O-])[O-].[K+].[K+].[CH3:40][O:41][C:42]1[C:47](B(O)O)=[CH:46][CH:45]=[CH:44][N:43]=1.